The task is: Binary Classification. Given a T-cell receptor sequence (or CDR3 region) and an epitope sequence, predict whether binding occurs between them.. This data is from TCR-epitope binding with 47,182 pairs between 192 epitopes and 23,139 TCRs. (1) The epitope is FTISVTTEIL. The TCR CDR3 sequence is CASSFHGPGGVQETQYF. Result: 1 (the TCR binds to the epitope). (2) The epitope is RPPIFIRRL. The TCR CDR3 sequence is CASTVQADYGYTF. Result: 0 (the TCR does not bind to the epitope). (3) The TCR CDR3 sequence is CASSEGSYEQYF. The epitope is NLVPMVATV. Result: 1 (the TCR binds to the epitope). (4) The epitope is ALSKGVHFV. Result: 0 (the TCR does not bind to the epitope). The TCR CDR3 sequence is CASSPDGSGGTYEQYF. (5) The epitope is LLFNKVTLA. The TCR CDR3 sequence is CASSLSGQLDEQYF. Result: 0 (the TCR does not bind to the epitope).